From a dataset of Catalyst prediction with 721,799 reactions and 888 catalyst types from USPTO. Predict which catalyst facilitates the given reaction. (1) Reactant: [Cl:1][C:2]1[CH:7]=[C:6]([Cl:8])[CH:5]=[CH:4][C:3]=1[C:9]1[N:10]([C:24]2[CH:29]=[CH:28][C:27]([OH:30])=[CH:26][CH:25]=2)[C:11]([CH3:23])=[C:12]([C:14]([NH:16][N:17]2[CH2:22][CH2:21][CH2:20][CH2:19][CH2:18]2)=[O:15])[N:13]=1.C(N(CC)CC)C.[CH3:38][CH:39]([CH3:46])[CH2:40][CH2:41][S:42](Cl)(=[O:44])=[O:43].O. Product: [CH3:38][CH:39]([CH3:46])[CH2:40][CH2:41][S:42]([O:30][C:27]1[CH:26]=[CH:25][C:24]([N:10]2[C:11]([CH3:23])=[C:12]([C:14]([NH:16][N:17]3[CH2:22][CH2:21][CH2:20][CH2:19][CH2:18]3)=[O:15])[N:13]=[C:9]2[C:3]2[CH:4]=[CH:5][C:6]([Cl:8])=[CH:7][C:2]=2[Cl:1])=[CH:29][CH:28]=1)(=[O:44])=[O:43]. The catalyst class is: 4. (2) Reactant: [CH:1]1[CH:2]=[CH:3][N:4]2[CH2:10][C:9]3[CH:11]=[CH:12][CH:13]=[CH:14][C:8]=3[NH:7][CH2:6][C:5]=12.[CH:15]1[C:27]2[CH2:26][C:25]3[C:20](=[CH:21][CH:22]=[CH:23][CH:24]=3)[C:19]=2[CH:18]=[CH:17][C:16]=1[C:28](Cl)=[O:29].C1C2CC3C(=CC=CC=3)C=2C=CC=1C(O)=O.S(Cl)(Cl)=O.CN(C)C1C=CC=CC=1. Product: [CH:15]1[C:27]2[CH2:26][C:25]3[C:20](=[CH:21][CH:22]=[CH:23][CH:24]=3)[C:19]=2[CH:18]=[CH:17][C:16]=1[C:28]([N:7]1[C:8]2[CH:14]=[CH:13][CH:12]=[CH:11][C:9]=2[CH2:10][N:4]2[CH:3]=[CH:2][CH:1]=[C:5]2[CH2:6]1)=[O:29]. The catalyst class is: 38. (3) Reactant: [OH:1][C:2]1[CH:7]=[CH:6][C:5]([CH3:8])=[CH:4][C:3]=1[N:9]1[N:13]=[C:12]2[CH:14]=[CH:15][CH:16]=[CH:17][C:11]2=[N:10]1.[CH2:18](N(CC)CC)C.CN(C)[C:27]1[CH:32]=[CH:31]C=CC=1. Product: [OH:1][C:2]1[CH:7]=[CH:6][C:5]([CH3:8])=[CH:4][C:3]=1[N:9]1[N:13]=[C:12]2[CH:14]=[CH:15][CH:16]=[CH:17][C:11]2=[N:10]1.[CH3:8][C:5]1[CH:6]=[CH:7][C:2]([O:1][CH:18]=[C:32]([CH3:31])[CH3:27])=[C:3]([N:9]2[N:13]=[C:12]3[CH:14]=[CH:15][CH:16]=[CH:17][C:11]3=[N:10]2)[CH:4]=1.[CH2:18]([N:10]1[C:11]2[CH:17]=[CH:16][CH:15]=[CH:14][C:12]=2[NH:13][N:9]1[C:3]1[CH:4]=[C:5]([CH3:8])[CH:6]=[CH:7][C:2]=1[OH:1])[C:32](=[CH2:31])[CH3:27]. The catalyst class is: 311. (4) Reactant: C[Al](C)C.[CH3:5]CCCCC.Br[C:12]1[CH:13]=[C:14]([CH:18]=[C:19]([S:21]([F:26])([F:25])([F:24])([F:23])[F:22])[CH:20]=1)[C:15]([OH:17])=[O:16].O. Product: [CH3:5][C:12]1[CH:13]=[C:14]([CH:18]=[C:19]([S:21]([F:26])([F:25])([F:24])([F:23])[F:22])[CH:20]=1)[C:15]([OH:17])=[O:16]. The catalyst class is: 176. (5) Reactant: [C:1]([O:5][C:6]([N:8]1[C:12](=[O:13])[CH2:11][CH2:10][C@H:9]1[C:14]([O:16][CH:17]([CH3:19])[CH3:18])=[O:15])=[O:7])([CH3:4])([CH3:3])[CH3:2].[BH4-].[Na+].C(OCC)(=O)C.CCCCCC. Product: [C:1]([O:5][C:6]([NH:8][C@@H:9]([CH2:10][CH2:11][CH2:12][OH:13])[C:14]([O:16][CH:17]([CH3:19])[CH3:18])=[O:15])=[O:7])([CH3:2])([CH3:3])[CH3:4]. The catalyst class is: 24.